This data is from TCR-epitope binding with 47,182 pairs between 192 epitopes and 23,139 TCRs. The task is: Binary Classification. Given a T-cell receptor sequence (or CDR3 region) and an epitope sequence, predict whether binding occurs between them. (1) The epitope is FVDGVPFVV. The TCR CDR3 sequence is CASSLGSTGNEQFF. Result: 1 (the TCR binds to the epitope). (2) The epitope is NLSALGIFST. The TCR CDR3 sequence is CASGDRGGGYTF. Result: 0 (the TCR does not bind to the epitope). (3) The epitope is IPIQASLPF. The TCR CDR3 sequence is CASSLGTSGGTGELFF. Result: 0 (the TCR does not bind to the epitope). (4) The epitope is LEPLVDLPI. The TCR CDR3 sequence is CASSLEVRRGFSEQYF. Result: 1 (the TCR binds to the epitope).